This data is from Full USPTO retrosynthesis dataset with 1.9M reactions from patents (1976-2016). The task is: Predict the reactants needed to synthesize the given product. Given the product [CH3:13][N:14]([CH3:15])[CH:10]=[CH:17][C:16]([C:15]1[N:14]2[C:10]([O:11][CH:12]=[CH:13]2)=[N:9][C:8]=1[C:5]1[CH:4]=[CH:3][C:2]([F:1])=[CH:7][CH:6]=1)=[O:18], predict the reactants needed to synthesize it. The reactants are: [F:1][C:2]1[CH:7]=[CH:6][C:5]([C:8]2[N:9]=[C:10]3[N:14]([C:15]=2[C:16](=[O:18])[CH3:17])[CH:13]=[CH:12][O:11]3)=[CH:4][CH:3]=1.